Predict the reaction yield, written as a fraction of the theoretical maximum amount of product (1.0 means a 100% yield; for example, 0.34 means a 34% yield). From a dataset of Reaction yield outcomes from USPTO patents with 853,638 reactions. The reactants are CON(C)[C:4](=[O:18])[C:5]1[CH:10]=[C:9]([CH3:11])[C:8]([O:12][CH2:13][C:14]([F:17])([F:16])[F:15])=[N:7][CH:6]=1.[CH3:20][Mg]Br. The catalyst is C1COCC1. The product is [CH3:11][C:9]1[CH:10]=[C:5]([C:4](=[O:18])[CH3:20])[CH:6]=[N:7][C:8]=1[O:12][CH2:13][C:14]([F:15])([F:16])[F:17]. The yield is 0.860.